Regression. Given a peptide amino acid sequence and an MHC pseudo amino acid sequence, predict their binding affinity value. This is MHC class I binding data. From a dataset of Peptide-MHC class I binding affinity with 185,985 pairs from IEDB/IMGT. (1) The peptide sequence is YADSVKGR. The MHC is HLA-A02:01 with pseudo-sequence HLA-A02:01. The binding affinity (normalized) is 0. (2) The peptide sequence is NVPGTDIPL. The MHC is Mamu-A01 with pseudo-sequence Mamu-A01. The binding affinity (normalized) is 0.108. (3) The peptide sequence is KQWIVAGAI. The MHC is HLA-A02:01 with pseudo-sequence HLA-A02:01. The binding affinity (normalized) is 0.936. (4) The peptide sequence is KLTQGRQTY. The MHC is HLA-B39:01 with pseudo-sequence HLA-B39:01. The binding affinity (normalized) is 0.0847. (5) The binding affinity (normalized) is 0.0847. The peptide sequence is VSDTTVLLH. The MHC is HLA-A02:01 with pseudo-sequence HLA-A02:01. (6) The peptide sequence is ADLVCEQGN. The MHC is Mamu-B08 with pseudo-sequence Mamu-B08. The binding affinity (normalized) is 0. (7) The peptide sequence is GPSVASRAL. The MHC is HLA-B27:05 with pseudo-sequence HLA-B27:05. The binding affinity (normalized) is 0.213. (8) The peptide sequence is GVFPINESF. The MHC is HLA-B48:01 with pseudo-sequence HLA-B48:01. The binding affinity (normalized) is 0.0847. (9) The peptide sequence is QAELTSNCT. The MHC is HLA-A02:03 with pseudo-sequence HLA-A02:03. The binding affinity (normalized) is 0. (10) The binding affinity (normalized) is 0.952. The MHC is HLA-A02:01 with pseudo-sequence HLA-A02:01. The peptide sequence is YQLWTALVSL.